From a dataset of Catalyst prediction with 721,799 reactions and 888 catalyst types from USPTO. Predict which catalyst facilitates the given reaction. (1) Reactant: [Cl:1][C:2]1[CH:3]=[CH:4][C:5]([CH2:8][CH2:9][N:10]2[CH2:15][CH2:14][NH:13][C:12](=[O:16])[CH2:11]2)=[N:6][CH:7]=1.Br[C:18]1[CH:23]=[CH:22][C:21]2[C:24]3[CH2:25][N:26]([C:32]([O:34][C:35]([CH3:38])([CH3:37])[CH3:36])=[O:33])[CH2:27][CH2:28][CH2:29][C:30]=3[O:31][C:20]=2[CH:19]=1.C([O-])([O-])=O.[Cs+].[Cs+].CN[C@@H]1CCCC[C@H]1NC. Product: [Cl:1][C:2]1[CH:3]=[CH:4][C:5]([CH2:8][CH2:9][N:10]2[CH2:15][CH2:14][N:13]([C:18]3[CH:23]=[CH:22][C:21]4[C:24]5[CH2:25][N:26]([C:32]([O:34][C:35]([CH3:38])([CH3:37])[CH3:36])=[O:33])[CH2:27][CH2:28][CH2:29][C:30]=5[O:31][C:20]=4[CH:19]=3)[C:12](=[O:16])[CH2:11]2)=[N:6][CH:7]=1. The catalyst class is: 432. (2) Reactant: B(Br)(Br)Br.[F:5][C:6]1[C:11]([O:12][CH2:13][C:14]2[O:18][N:17]=[C:16]([C:19]3[CH:24]=[CH:23][C:22]([O:25]C)=[CH:21][CH:20]=3)[N:15]=2)=[CH:10][CH:9]=[C:8]([F:27])[C:7]=1[C:28]([NH2:30])=[O:29].O. Product: [F:5][C:6]1[C:11]([O:12][CH2:13][C:14]2[O:18][N:17]=[C:16]([C:19]3[CH:24]=[CH:23][C:22]([OH:25])=[CH:21][CH:20]=3)[N:15]=2)=[CH:10][CH:9]=[C:8]([F:27])[C:7]=1[C:28]([NH2:30])=[O:29]. The catalyst class is: 2. (3) Reactant: C([O:3][C:4]([C@@H:6]1[C@@H:8]([C:9](=[O:27])[NH:10][C@@H:11]([CH2:21][C:22]2[N:23]=[CH:24][S:25][CH:26]=2)[C:12](=[O:20])[NH:13][C:14]2[CH:19]=[CH:18][CH:17]=[CH:16][CH:15]=2)[O:7]1)=[O:5])C.[Li+].[OH-]. Product: [O:20]=[C:12]([NH:13][C:14]1[CH:15]=[CH:16][CH:17]=[CH:18][CH:19]=1)[C@@H:11]([NH:10][C:9]([C@H:8]1[O:7][C@@H:6]1[C:4]([OH:5])=[O:3])=[O:27])[CH2:21][C:22]1[N:23]=[CH:24][S:25][CH:26]=1. The catalyst class is: 87. (4) Reactant: [Cl-].[CH3:2][O:3][CH2:4][P+](C1C=CC=CC=1)(C1C=CC=CC=1)C1C=CC=CC=1.[CH3:24][C:25](C)([O-:27])[CH3:26].[K+].[F:30][C:31]1[CH:36]=[C:35]([F:37])[CH:34]=[CH:33][C:32]=1[C@:38]12[CH2:47]O[C@@H](C=O)C[C@H:43]1[CH2:42][S:41][C:40]([NH:50][C:51](=[O:58])[C:52]1[CH:57]=[CH:56][CH:55]=[CH:54][CH:53]=1)=[N:39]2. Product: [F:30][C:31]1[CH:36]=[C:35]([F:37])[CH:34]=[CH:33][C:32]=1[C@:38]12[CH2:47][O:27][C@@H:25]([CH:26]=[CH:2][O:3][CH3:4])[CH2:24][C@H:43]1[CH2:42][S:41][C:40]([NH:50][C:51](=[O:58])[C:52]1[CH:57]=[CH:56][CH:55]=[CH:54][CH:53]=1)=[N:39]2. The catalyst class is: 7. (5) Reactant: [CH3:1][CH2:2][O:3][C:4]([C@@H:6]1[CH2:10][C:9]([CH2:11][OH:12])=[CH:8][N:7]1[C:13]([O:15][C:16]([CH3:19])([CH3:18])[CH3:17])=[O:14])=[O:5].[CH2:20]([Zn]CC)C.ICI.[NH4+].[Cl-]. Product: [CH2:2]([O:3][C:4]([C@@H:6]1[CH2:10][C@:9]2([CH2:11][OH:12])[C@@H:8]([CH2:20]2)[N:7]1[C:13]([O:15][C:16]([CH3:18])([CH3:17])[CH3:19])=[O:14])=[O:5])[CH3:1]. The catalyst class is: 2. (6) Reactant: Br[CH2:2][C:3]([C:5]1[S:9][C:8]([NH:10][C:11]2[CH:16]=[N:15][CH:14]=[CH:13][N:12]=2)=[N:7][C:6]=1[CH3:17])=O.Br.BrCC(C1SC(NC2C=NC=CN=2)=NC=1C)=O.C(N(CC)CC)C.[C:43]([CH2:45][C:46]([NH2:48])=[S:47])#[N:44]. Product: [CH3:17][C:6]1[N:7]=[C:8]([NH:10][C:11]2[CH:16]=[N:15][CH:14]=[CH:13][N:12]=2)[S:9][C:5]=1[C:3]1[N:48]=[C:46]([CH2:45][C:43]#[N:44])[S:47][CH:2]=1. The catalyst class is: 14. (7) Reactant: CNCCN(C)C.[Li]CCCC.[CH:13](=[O:22])[C:14]1[CH:19]=[CH:18][CH:17]=[C:16]([O:20][CH3:21])[CH:15]=1.[Li]C1C=CC=CC=1.[Cl:30]C(Cl)(Cl)C(Cl)(Cl)Cl. Product: [Cl:30][C:15]1[C:16]([O:20][CH3:21])=[CH:17][CH:18]=[CH:19][C:14]=1[CH:13]=[O:22]. The catalyst class is: 247. (8) Product: [C:7]([O:11][C:12]([N:14]1[CH2:19][CH2:18][C:17]([NH:23][C:24]([O:26][C:27]([CH3:30])([CH3:29])[CH3:28])=[O:25])([CH2:20][OH:21])[CH2:16][CH2:15]1)=[O:13])([CH3:9])([CH3:10])[CH3:8]. The catalyst class is: 7. Reactant: [H-].[Al+3].[Li+].[H-].[H-].[H-].[C:7]([O:11][C:12]([N:14]1[CH2:19][CH2:18][C:17]([NH:23][C:24]([O:26][C:27]([CH3:30])([CH3:29])[CH3:28])=[O:25])([C:20](O)=[O:21])[CH2:16][CH2:15]1)=[O:13])([CH3:10])([CH3:9])[CH3:8].O.[OH-].[Na+].